Task: Predict the product of the given reaction.. Dataset: Forward reaction prediction with 1.9M reactions from USPTO patents (1976-2016) (1) Given the reactants [C:1]1(=[O:10])[C:9]2[C:4](=[CH:5][CH:6]=[CH:7][CH:8]=2)[CH:3]=[N:2]1.[F:11][C:12]([F:19])([F:18])[S:13]([O:16]C)(=[O:15])=[O:14], predict the reaction product. The product is: [F:11][C:12]([F:19])([F:18])[S:13]([O-:16])(=[O:15])=[O:14].[CH3:12][O:10][C:1]1[C:9]2[C:4](=[CH:5][CH:6]=[CH:7][CH:8]=2)[CH2:3][NH+:2]=1. (2) Given the reactants [Cl:1][C:2]1[N:7]=[C:6]([NH:8][C:9]2[CH:14]=[CH:13][C:12]([O:15][CH3:16])=[CH:11][C:10]=2[NH:17][S:18]([CH3:21])(=[O:20])=[O:19])[C:5]([Cl:22])=[CH:4][N:3]=1.[CH3:23][O:24][C:25]1[C:31]([F:32])=[CH:30][CH:29]=[CH:28][C:26]=1[NH2:27], predict the reaction product. The product is: [ClH:1].[Cl:22][C:5]1[C:6]([NH:8][C:9]2[CH:14]=[CH:13][C:12]([O:15][CH3:16])=[CH:11][C:10]=2[NH:17][S:18]([CH3:21])(=[O:20])=[O:19])=[N:7][C:2]([NH:27][C:26]2[CH:28]=[CH:29][CH:30]=[C:31]([F:32])[C:25]=2[O:24][CH3:23])=[N:3][CH:4]=1. (3) Given the reactants [NH2:1][C:2]1[C:7]([C:8]([NH2:10])=[O:9])=[C:6]([N:11]2[CH2:16][CH2:15][CH:14]([C:17]3[N:18]([CH3:33])[CH:19]=[C:20]([C:22]4[CH:27]=[CH:26][C:25]([F:28])=[C:24]([C:29]([F:32])([F:31])[F:30])[CH:23]=4)[N:21]=3)[CH2:13][CH2:12]2)[N:5]=[CH:4][N:3]=1.NC1C(C#N)=C(N2CCC(C3N(C[CH2:66][NH:67][CH:68]([CH3:72])[CH2:69][O:70][CH3:71])C=C(C4C=CC(F)=C(C(F)(F)F)C=4)N=3)CC2)N=CN=1, predict the reaction product. The product is: [NH2:1][C:2]1[C:7]([C:8]([NH2:10])=[O:9])=[C:6]([N:11]2[CH2:16][CH2:15][CH:14]([C:17]3[N:18]([CH2:33][CH2:66][NH:67][CH:68]([CH3:72])[CH2:69][O:70][CH3:71])[CH:19]=[C:20]([C:22]4[CH:27]=[CH:26][C:25]([F:28])=[C:24]([C:29]([F:32])([F:31])[F:30])[CH:23]=4)[N:21]=3)[CH2:13][CH2:12]2)[N:5]=[CH:4][N:3]=1. (4) Given the reactants [Cl:1][C:2]1[CH:3]=[C:4]([F:13])[C:5]([C:8]([CH3:12])([CH3:11])[C:9]#[N:10])=[N:6][CH:7]=1, predict the reaction product. The product is: [Cl:1][C:2]1[CH:3]=[C:4]([F:13])[C:5]([C:8]([CH3:11])([CH3:12])[CH2:9][NH2:10])=[N:6][CH:7]=1. (5) The product is: [O:1]1[C:5]2[CH:6]=[CH:7][CH:8]=[CH:9][C:4]=2[N:3]=[C:2]1[C:10]([C@@H:11]([NH:15][C:16]([C@@H:18]([NH:24][C:25]([N:27]1[CH2:32][CH2:31][O:30][CH2:29][CH2:28]1)=[O:26])[CH2:19][Si:20]([CH3:23])([CH3:22])[CH3:21])=[O:17])[CH2:12][CH2:13][CH3:14])=[O:33]. Given the reactants [O:1]1[C:5]2[CH:6]=[CH:7][CH:8]=[CH:9][C:4]=2[N:3]=[C:2]1[CH:10]([OH:33])[C@@H:11]([NH:15][C:16]([C@@H:18]([NH:24][C:25]([N:27]1[CH2:32][CH2:31][O:30][CH2:29][CH2:28]1)=[O:26])[CH2:19][Si:20]([CH3:23])([CH3:22])[CH3:21])=[O:17])[CH2:12][CH2:13][CH3:14].CC(OI1(OC(C)=O)(OC(C)=O)OC(=O)C2C=CC=CC1=2)=O.[O-]S([O-])(=S)=O.[Na+].[Na+].C([O-])(O)=O.[Na+], predict the reaction product. (6) Given the reactants [C:1]([O:5][C:6]([NH:8][CH:9]1[C:27](=[O:28])[N:26]2[CH:22]([CH2:23][C:24]([O:29][Si:30]([C:33]([CH3:36])([CH3:35])[CH3:34])([CH3:32])[CH3:31])=[CH:25]2)[C:21](=[O:37])[NH:20][C:19]2([C:38]([OH:40])=[O:39])[CH:17]([CH2:18]2)[CH2:16][CH2:15][CH2:14][CH2:13][CH2:12][CH2:11][CH2:10]1)=[O:7])([CH3:4])([CH3:3])[CH3:2].C(OC(C12CC1C=CCCCCCC(NC(OC(C)(C)C)=O)C(=O)N1C(CC(O[Si](C(C)(C)C)(C)C)C1)C(=O)N2)=O)C.C1COCC1.O.[OH-].[Li+], predict the reaction product. The product is: [C:1]([O:5][C:6]([NH:8][CH:9]1[C:27](=[O:28])[N:26]2[CH:22]([CH2:23][CH:24]([O:29][Si:30]([C:33]([CH3:35])([CH3:34])[CH3:36])([CH3:32])[CH3:31])[CH2:25]2)[C:21](=[O:37])[NH:20][C:19]2([C:38]([OH:40])=[O:39])[CH:17]([CH2:18]2)[CH:16]=[CH:15][CH2:14][CH2:13][CH2:12][CH2:11][CH2:10]1)=[O:7])([CH3:2])([CH3:3])[CH3:4]. (7) Given the reactants [CH3:1][S:2][C:3]1[N:4]=[C:5](O)[C:6]2[CH2:11][O:10][CH2:9][C:7]=2[N:8]=1.P(Cl)(Cl)([Cl:15])=O, predict the reaction product. The product is: [Cl:15][C:5]1[C:6]2[CH2:11][O:10][CH2:9][C:7]=2[N:8]=[C:3]([S:2][CH3:1])[N:4]=1. (8) Given the reactants [NH:1]1[C:9]2[C:4](=[CH:5][C:6]([NH:10][S:11]([CH3:14])(=[O:13])=[O:12])=[CH:7][CH:8]=2)[CH2:3][CH2:2]1.[H-].[Na+].[OH2:17], predict the reaction product. The product is: [C:3]([N:1]1[C:9]2[C:4](=[CH:5][C:6]([NH:10][S:11]([CH3:14])(=[O:12])=[O:13])=[CH:7][CH:8]=2)[CH2:3][CH2:2]1)(=[O:17])[C:4]1[CH:9]=[CH:8][CH:7]=[CH:6][CH:5]=1. (9) Given the reactants [CH:1]1([N:6]2[CH2:12][CH2:11][C:10]3[CH:13]=[C:14]([OH:17])[CH:15]=[CH:16][C:9]=3[CH2:8][CH2:7]2)[CH2:5][CH2:4][CH2:3][CH2:2]1.[C:18]([O:22][C:23]([N:25]1[CH2:30][CH2:29][CH:28](O)[CH2:27][CH2:26]1)=[O:24])([CH3:21])([CH3:20])[CH3:19].N(C(OC(C)(C)C)=O)=NC(OC(C)(C)C)=O.C1(P(C2C=CC=CC=2)C2C=CC=CC=2)C=CC=CC=1, predict the reaction product. The product is: [C:18]([O:22][C:23]([N:25]1[CH2:30][CH2:29][CH:28]([O:17][C:14]2[CH:15]=[CH:16][C:9]3[CH2:8][CH2:7][N:6]([CH:1]4[CH2:5][CH2:4][CH2:3][CH2:2]4)[CH2:12][CH2:11][C:10]=3[CH:13]=2)[CH2:27][CH2:26]1)=[O:24])([CH3:21])([CH3:19])[CH3:20].